Predict the product of the given reaction. From a dataset of Forward reaction prediction with 1.9M reactions from USPTO patents (1976-2016). (1) Given the reactants Cl.FC1C=C(NC(=O)CC(NC2C=CC(F)=CC=2)=O)C=CC=1OC1C2=C(C)C(OCCN3CCOCC3)=CN2N=CN=1.[F:43][C:44]1[CH:71]=[C:70]([N+:72]([O-])=O)[CH:69]=[CH:68][C:45]=1[O:46][C:47]1[C:52]2=[C:53]([CH3:67])[C:54]([C:56]([NH:58][CH2:59][CH2:60][N:61]3[CH2:66][CH2:65][O:64][CH2:63][CH2:62]3)=[O:57])=[CH:55][N:51]2[N:50]=[CH:49][N:48]=1, predict the reaction product. The product is: [NH2:72][C:70]1[CH:69]=[CH:68][C:45]([O:46][C:47]2[C:52]3=[C:53]([CH3:67])[C:54]([C:56]([NH:58][CH2:59][CH2:60][N:61]4[CH2:66][CH2:65][O:64][CH2:63][CH2:62]4)=[O:57])=[CH:55][N:51]3[N:50]=[CH:49][N:48]=2)=[C:44]([F:43])[CH:71]=1. (2) Given the reactants [NH2:1][CH2:2][C:3]1[C:4]([CH:9]2[CH2:14][CH2:13][N:12]([C:15]([O:17][C:18]([CH3:21])([CH3:20])[CH3:19])=[O:16])[CH2:11][CH2:10]2)=[N:5][CH:6]=[CH:7][CH:8]=1.C(N(C(C)C)CC)(C)C.[CH3:31][S:32]([C:35]1[CH:42]=[CH:41][C:38]([CH2:39]Br)=[CH:37][CH:36]=1)(=[O:34])=[O:33], predict the reaction product. The product is: [CH3:31][S:32]([C:35]1[CH:42]=[CH:41][C:38]([CH2:39][NH:1][CH2:2][C:3]2[C:4]([CH:9]3[CH2:10][CH2:11][N:12]([C:15]([O:17][C:18]([CH3:21])([CH3:20])[CH3:19])=[O:16])[CH2:13][CH2:14]3)=[N:5][CH:6]=[CH:7][CH:8]=2)=[CH:37][CH:36]=1)(=[O:33])=[O:34]. (3) Given the reactants [F:1][C:2]1[CH:7]=[C:6]([F:8])[CH:5]=[CH:4][C:3]=1[NH:9][C:10]1[CH:15]=[CH:14][C:13]([CH2:16][S:17]([CH3:20])(=[O:19])=[O:18])=[CH:12][C:11]=1[C:21]1[C:22]2[CH:31]=[C:30]([C:32]([OH:34])=O)[NH:29][C:23]=2[C:24](=[O:28])[N:25]([CH3:27])[CH:26]=1.C(Cl)(=O)C(Cl)=O.[CH2:41]([NH2:43])[CH3:42], predict the reaction product. The product is: [F:1][C:2]1[CH:7]=[C:6]([F:8])[CH:5]=[CH:4][C:3]=1[NH:9][C:10]1[CH:15]=[CH:14][C:13]([CH2:16][S:17]([CH3:20])(=[O:18])=[O:19])=[CH:12][C:11]=1[C:21]1[C:22]2[CH:31]=[C:30]([C:32]([NH:43][CH2:41][CH3:42])=[O:34])[NH:29][C:23]=2[C:24](=[O:28])[N:25]([CH3:27])[CH:26]=1. (4) Given the reactants [Cl:1][C:2]1[CH:7]=[CH:6][C:5]([NH:8][C:9](=[O:11])[CH3:10])=[CH:4][C:3]=1[C:12]#[N:13].[N+:14]([O-])([O-:16])=[O:15].[K+], predict the reaction product. The product is: [Cl:1][C:2]1[C:3]([C:12]#[N:13])=[CH:4][C:5]([NH:8][C:9](=[O:11])[CH3:10])=[C:6]([N+:14]([O-:16])=[O:15])[CH:7]=1. (5) Given the reactants [CH:1]1([C:5]2[N:6]=[C:7]([NH:10][C:11]([C:13]3[CH:35]=[CH:34][N:16]4[C:17](=[O:33])[C:18](/C=C/C(O)=O)=[C:19]([N:21]5[CH2:26][CH2:25][N:24]([CH3:27])[CH2:23][CH2:22]5)[N:20]=[C:15]4[CH:14]=3)=[O:12])[S:8][CH:9]=2)[CH2:4][CH2:3][CH2:2]1.C1(C2N=C(NC(C3C=CN4C(=O)CC(=O)N=C4C=3)=O)SC=2)CCC1.CN1CCNCC1, predict the reaction product. The product is: [CH:1]1([C:5]2[N:6]=[C:7]([NH:10][C:11]([C:13]3[CH:35]=[CH:34][N:16]4[C:17](=[O:33])[CH:18]=[C:19]([N:21]5[CH2:22][CH2:23][N:24]([CH3:27])[CH2:25][CH2:26]5)[N:20]=[C:15]4[CH:14]=3)=[O:12])[S:8][CH:9]=2)[CH2:4][CH2:3][CH2:2]1. (6) Given the reactants C(N(CC)CC)C.[Br:8][C:9]1[CH:14]=[CH:13][C:12]([C:15](=[O:17])[CH3:16])=[C:11]([OH:18])[CH:10]=1.[Cl:19][C:20]1[CH:28]=[C:27]([Cl:29])[CH:26]=[CH:25][C:21]=1[C:22](Cl)=[O:23], predict the reaction product. The product is: [C:15]([C:12]1[CH:13]=[CH:14][C:9]([Br:8])=[CH:10][C:11]=1[O:18][C:22](=[O:23])[C:21]1[CH:25]=[CH:26][C:27]([Cl:29])=[CH:28][C:20]=1[Cl:19])(=[O:17])[CH3:16].